The task is: Predict the product of the given reaction.. This data is from Forward reaction prediction with 1.9M reactions from USPTO patents (1976-2016). Given the reactants CC(OI1(OC(C)=O)(OC(C)=O)OC(=O)C2C=CC=CC1=2)=O.[C:23]([O:27][C:28]([N:30]1[CH2:34][C@H:33]2[N:35]([C:39](=[O:50])[C:40]3[CH:45]=[CH:44][CH:43]=[C:42]([S:46]([CH3:49])(=[O:48])=[O:47])[CH:41]=3)[CH2:36][C@H:37]([OH:38])[C@H:32]2[N:31]1[C:51](=[O:74])[C@@H:52]([NH:57][C:58](=[O:73])[C:59]1[CH:64]=[CH:63][C:62]([NH:65][C:66]([O:68][C:69]([CH3:72])([CH3:71])[CH3:70])=[O:67])=[CH:61][CH:60]=1)[CH2:53][CH:54]([CH3:56])[CH3:55])=[O:29])([CH3:26])([CH3:25])[CH3:24], predict the reaction product. The product is: [C:23]([O:27][C:28]([N:30]1[CH2:34][C@H:33]2[N:35]([C:39](=[O:50])[C:40]3[CH:45]=[CH:44][CH:43]=[C:42]([S:46]([CH3:49])(=[O:47])=[O:48])[CH:41]=3)[CH2:36][C:37](=[O:38])[C@H:32]2[N:31]1[C:51](=[O:74])[C@@H:52]([NH:57][C:58](=[O:73])[C:59]1[CH:64]=[CH:63][C:62]([NH:65][C:66]([O:68][C:69]([CH3:72])([CH3:71])[CH3:70])=[O:67])=[CH:61][CH:60]=1)[CH2:53][CH:54]([CH3:56])[CH3:55])=[O:29])([CH3:24])([CH3:25])[CH3:26].